This data is from Forward reaction prediction with 1.9M reactions from USPTO patents (1976-2016). The task is: Predict the product of the given reaction. (1) The product is: [CH2:19]([N:4]1[C@@H:5]([C:7]([O:9][CH2:10][C:11]2[CH:16]=[CH:15][CH:14]=[CH:13][CH:12]=2)=[O:8])[CH2:6][N:2]([CH3:1])[C:3]1=[O:17])[C:20]1[CH:25]=[CH:24][CH:23]=[CH:22][CH:21]=1. Given the reactants [CH3:1][N:2]1[CH2:6][C@H:5]([C:7]([O:9][CH2:10][C:11]2[CH:16]=[CH:15][CH:14]=[CH:13][CH:12]=2)=[O:8])[NH:4][C:3]1=[O:17].Br[CH2:19][C:20]1[CH:25]=[CH:24][CH:23]=[CH:22][CH:21]=1, predict the reaction product. (2) Given the reactants C[O:2][C:3]([C:5]1([CH3:46])[CH2:10][CH2:9][CH2:8][N:7]([C:11](=[O:45])[C@@H:12]([NH:14][C:15](=[O:44])[C@@H:16]([NH:20][C:21](=[O:43])[C:22]([CH3:42])([CH3:41])/[CH:23]=[CH:24]/[C:25]2[CH:34]=[C:33]3[C:28]([CH:29]=[CH:30][C:31]([C@H:35]([O:37]C(=O)C)[CH3:36])=[N:32]3)=[CH:27][CH:26]=2)[CH:17]([CH3:19])[CH3:18])[CH3:13])[NH:6]1)=[O:4].O.[OH-].[Li+], predict the reaction product. The product is: [OH:37][C@@H:35]([C:31]1[CH:30]=[CH:29][C:28]2[C:33](=[CH:34][C:25](/[CH:24]=[CH:23]/[C:22]([CH3:42])([CH3:41])[C:21]([NH:20][C@@H:16]([CH:17]([CH3:19])[CH3:18])[C:15]([NH:14][C@@H:12]([CH3:13])[C:11]([N:7]3[CH2:8][CH2:9][CH2:10][C:5]([CH3:46])([C:3]([OH:4])=[O:2])[NH:6]3)=[O:45])=[O:44])=[O:43])=[CH:26][CH:27]=2)[N:32]=1)[CH3:36]. (3) Given the reactants Cl.[C:2]1([CH:8]2[CH2:13][CH2:12][NH:11][CH2:10][CH2:9]2)[CH:7]=[CH:6][CH:5]=[CH:4][CH:3]=1.[Cl:14][C:15]1[C:16]2[C:17](=[O:29])[N:18]3[CH:27](O)[CH2:26][CH2:25][C:19]3=[N:20][C:21]=2[CH:22]=[CH:23][CH:24]=1.C([BH3-])#N.[Na+].C(O)(=O)C, predict the reaction product. The product is: [Cl:14][C:15]1[CH:24]=[CH:23][CH:22]=[C:21]2[C:16]=1[C:17](=[O:29])[NH:18][C:19]([CH2:25][CH2:26][CH2:27][N:11]1[CH2:10][CH2:9][CH:8]([C:2]3[CH:7]=[CH:6][CH:5]=[CH:4][CH:3]=3)[CH2:13][CH2:12]1)=[N:20]2. (4) Given the reactants I[C:2]1[CH:11]=[C:10]([C:12]([O:14][CH3:15])=[O:13])[CH:9]=[CH:8][C:3]=1[C:4]([O:6][CH3:7])=[O:5].C(=O)([O-])[O-].[Na+].[Na+].[C:22]1(B(O)O)[CH:27]=[CH:26][CH:25]=[CH:24][CH:23]=1, predict the reaction product. The product is: [C:22]1([C:2]2[CH:11]=[C:10]([C:12]([O:14][CH3:15])=[O:13])[CH:9]=[CH:8][C:3]=2[C:4]([O:6][CH3:7])=[O:5])[CH:27]=[CH:26][CH:25]=[CH:24][CH:23]=1. (5) Given the reactants CO[C:3]1[CH:11]=CC([N+]([O-])=O)=C2[C:4]=1CN(C)C2=O.[OH:17][C:18]1[CH:26]=[CH:25][C:24]([N+:27]([O-:29])=[O:28])=[C:23]2[C:19]=1[CH2:20][N:21]([CH3:31])[C:22]2=[O:30].C(I)(C)C, predict the reaction product. The product is: [CH3:31][N:21]1[CH2:20][C:19]2[C:23](=[C:24]([N+:27]([O-:29])=[O:28])[CH:25]=[CH:26][C:18]=2[O:17][CH:3]([CH3:11])[CH3:4])[C:22]1=[O:30].